This data is from Forward reaction prediction with 1.9M reactions from USPTO patents (1976-2016). The task is: Predict the product of the given reaction. (1) Given the reactants Cl.[C:2]1([C:8]2[CH:9]=[N:10][NH:11][CH:12]=2)[CH:7]=[CH:6][CH:5]=[CH:4][CH:3]=1.CCN(C(C)C)C(C)C.Cl[C:23](Cl)([O:25]C(=O)OC(Cl)(Cl)Cl)Cl.Cl.[NH2:35][CH2:36][C:37]([N:39]1[CH2:44][CH2:43][N:42]([C:45](=[O:57])[C:46]2[CH:51]=[C:50]([F:52])[CH:49]=[CH:48][C:47]=2[C:53]([F:56])([F:55])[F:54])[CH2:41][CH2:40]1)=[O:38], predict the reaction product. The product is: [F:52][C:50]1[CH:49]=[CH:48][C:47]([C:53]([F:54])([F:56])[F:55])=[C:46]([CH:51]=1)[C:45]([N:42]1[CH2:41][CH2:40][N:39]([C:37](=[O:38])[CH2:36][NH:35][C:23]([N:10]2[CH:9]=[C:8]([C:2]3[CH:3]=[CH:4][CH:5]=[CH:6][CH:7]=3)[CH:12]=[N:11]2)=[O:25])[CH2:44][CH2:43]1)=[O:57]. (2) Given the reactants [CH3:1][N:2]([CH3:28])[C:3]1([C:22]2[CH:27]=[CH:26][CH:25]=[CH:24][CH:23]=2)[CH2:8][CH2:7][CH:6]([C:9]2[NH:10][C:11]3[C:16]([C:17]=2[CH2:18][CH2:19][CH2:20][OH:21])=[CH:15][CH:14]=[CH:13][CH:12]=3)[CH2:5][CH2:4]1.[Si]([Cl:33])(C)(C)C, predict the reaction product. The product is: [ClH:33].[CH3:28][N:2]([CH3:1])[C:3]1([C:22]2[CH:23]=[CH:24][CH:25]=[CH:26][CH:27]=2)[CH2:8][CH2:7][CH:6]([C:9]2[NH:10][C:11]3[C:16]([C:17]=2[CH2:18][CH2:19][CH2:20][OH:21])=[CH:15][CH:14]=[CH:13][CH:12]=3)[CH2:5][CH2:4]1.